This data is from NCI-60 drug combinations with 297,098 pairs across 59 cell lines. The task is: Regression. Given two drug SMILES strings and cell line genomic features, predict the synergy score measuring deviation from expected non-interaction effect. (1) Drug 1: C1CCN(CC1)CCOC2=CC=C(C=C2)C(=O)C3=C(SC4=C3C=CC(=C4)O)C5=CC=C(C=C5)O. Drug 2: CCC1(CC2CC(C3=C(CCN(C2)C1)C4=CC=CC=C4N3)(C5=C(C=C6C(=C5)C78CCN9C7C(C=CC9)(C(C(C8N6C)(C(=O)OC)O)OC(=O)C)CC)OC)C(=O)OC)O.OS(=O)(=O)O. Cell line: NCI-H460. Synergy scores: CSS=39.4, Synergy_ZIP=12.3, Synergy_Bliss=14.6, Synergy_Loewe=-12.5, Synergy_HSA=11.5. (2) Drug 1: C1CC(=O)NC(=O)C1N2CC3=C(C2=O)C=CC=C3N. Drug 2: CC1=C2C(C(=O)C3(C(CC4C(C3C(C(C2(C)C)(CC1OC(=O)C(C(C5=CC=CC=C5)NC(=O)OC(C)(C)C)O)O)OC(=O)C6=CC=CC=C6)(CO4)OC(=O)C)O)C)O. Cell line: KM12. Synergy scores: CSS=3.83, Synergy_ZIP=-9.80, Synergy_Bliss=-9.91, Synergy_Loewe=-8.00, Synergy_HSA=-7.69.